From a dataset of Catalyst prediction with 721,799 reactions and 888 catalyst types from USPTO. Predict which catalyst facilitates the given reaction. Reactant: [BH4-].[Na+].[CH3:3][O:4][C:5]1[CH:20]=[CH:19][C:8]([CH2:9][NH:10][C:11](=O)[CH2:12][CH2:13][CH:14]([OH:17])[CH2:15][CH3:16])=[CH:7][CH:6]=1.C(O)(=O)C. Product: [CH3:3][O:4][C:5]1[CH:6]=[CH:7][C:8]([CH2:9][NH:10][CH2:11][CH2:12][CH2:13][CH:14]([OH:17])[CH2:15][CH3:16])=[CH:19][CH:20]=1. The catalyst class is: 7.